This data is from Full USPTO retrosynthesis dataset with 1.9M reactions from patents (1976-2016). The task is: Predict the reactants needed to synthesize the given product. (1) The reactants are: [CH3:1]N(C)C=O.[Br:6][C:7]1[CH:12]=[CH:11][C:10]([OH:13])=[C:9]([O:14][CH:15]2[CH2:18][CH2:17][CH2:16]2)[CH:8]=1.C(=O)([O-])[O-].[K+].[K+].CI. Given the product [Br:6][C:7]1[CH:12]=[CH:11][C:10]([O:13][CH3:1])=[C:9]([O:14][CH:15]2[CH2:18][CH2:17][CH2:16]2)[CH:8]=1, predict the reactants needed to synthesize it. (2) Given the product [CH3:1][C:2]1([CH:6]2[C:15]3[C:10](=[CH:11][CH:12]=[CH:13][CH:14]=3)[N:9]([CH2:16][CH2:17][NH2:19])[CH2:8][CH2:7]2)[CH2:5][O:4][CH2:3]1, predict the reactants needed to synthesize it. The reactants are: [CH3:1][C:2]1([CH:6]2[C:15]3[C:10](=[CH:11][CH:12]=[CH:13][CH:14]=3)[N:9]([CH2:16][C:17]([NH2:19])=O)[CH2:8][CH2:7]2)[CH2:5][O:4][CH2:3]1.[H-].[Al+3].[Li+].[H-].[H-].[H-].[OH-].[Na+].[O-]S([O-])(=O)=O.[Mg+2].